Dataset: Forward reaction prediction with 1.9M reactions from USPTO patents (1976-2016). Task: Predict the product of the given reaction. (1) Given the reactants [O:1]1[C:5]2[CH:6]=[CH:7][C:8]([OH:10])=[CH:9][C:4]=2[O:3][CH2:2]1.C([Mg]Cl)(C)C.[Cl:16][C:17]1[CH:25]=[CH:24][CH:23]=[C:22]2[C:18]=1[C:19](=[O:27])[C:20](=[O:26])[NH:21]2, predict the reaction product. The product is: [Cl:16][C:17]1[CH:25]=[CH:24][CH:23]=[C:22]2[C:18]=1[C:19]([OH:27])([C:7]1[C:8]([OH:10])=[CH:9][C:4]3[O:3][CH2:2][O:1][C:5]=3[CH:6]=1)[C:20](=[O:26])[NH:21]2. (2) Given the reactants [Cl:1][C:2]1[CH:3]=[CH:4][C:5]([NH:8][C:9](=[O:24])[C:10]2[CH:15]=[CH:14][CH:13]=[CH:12][C:11]=2[NH:16][CH2:17][CH:18]2[CH2:23][CH2:22][NH:21][CH2:20][CH2:19]2)=[N:6][CH:7]=1.Cl[C:26]1[CH:31]=[CH:30][N:29]=[C:28]([C:32]([OH:34])=[O:33])[CH:27]=1.C(N(CC)CC)C, predict the reaction product. The product is: [C:32]([C:28]1[CH:27]=[C:26]([N:21]2[CH2:20][CH2:19][CH:18]([CH2:17][NH:16][C:11]3[CH:12]=[CH:13][CH:14]=[CH:15][C:10]=3[C:9]([NH:8][C:5]3[CH:4]=[CH:3][C:2]([Cl:1])=[CH:7][N:6]=3)=[O:24])[CH2:23][CH2:22]2)[CH:31]=[CH:30][N:29]=1)([OH:34])=[O:33].